This data is from Reaction yield outcomes from USPTO patents with 853,638 reactions. The task is: Predict the reaction yield, written as a fraction of the theoretical maximum amount of product (1.0 means a 100% yield; for example, 0.34 means a 34% yield). The reactants are Cl.Cl.C(O[C:6]([C:8]1[CH:9]=[C:10]2[C:14](=[CH:15][CH:16]=1)[NH:13][N:12]=[C:11]2[C:17]1[CH:26]=[CH:25][C:24]2[C:19](=[CH:20][CH:21]=[C:22]([Cl:27])[CH:23]=2)[CH:18]=1)=[NH:7])C.[N:28]1([CH2:33][C:34]([NH:36][NH2:37])=O)[CH2:32][CH2:31][CH2:30][CH2:29]1.C(N(CC)CC)C. The catalyst is CO. The product is [Cl:27][C:22]1[CH:23]=[C:24]2[C:19](=[CH:20][CH:21]=1)[CH:18]=[C:17]([C:11]1[C:10]3[C:14](=[CH:15][CH:16]=[C:8]([C:6]4[NH:37][N:36]=[C:34]([CH2:33][N:28]5[CH2:32][CH2:31][CH2:30][CH2:29]5)[N:7]=4)[CH:9]=3)[NH:13][N:12]=1)[CH:26]=[CH:25]2. The yield is 0.190.